Dataset: Reaction yield outcomes from USPTO patents with 853,638 reactions. Task: Predict the reaction yield, written as a fraction of the theoretical maximum amount of product (1.0 means a 100% yield; for example, 0.34 means a 34% yield). (1) The reactants are [C:1]([O:5][C:6](=[O:34])[C:7]1[CH:12]=[C:11]([O:13]CC2C=CC=CC=2)[C:10]([CH2:21][C:22]2([CH3:25])[CH2:24][O:23]2)=[C:9]([O:26]CC2C=CC=CC=2)[CH:8]=1)([CH3:4])([CH3:3])[CH3:2].CCN(CC)CC. The catalyst is CO.[Pd]. The product is [C:1]([O:5][C:6]([C:7]1[CH:12]=[C:11]([OH:13])[C:10]2[CH2:21][C:22]([CH2:24][OH:23])([CH3:25])[O:26][C:9]=2[CH:8]=1)=[O:34])([CH3:3])([CH3:2])[CH3:4]. The yield is 0.187. (2) The reactants are [CH3:1][O:2][C:3]1[CH:28]=[CH:27][C:6]([CH2:7][N:8]2[C:12]3=[N:13][CH:14]=[CH:15][C:16]([O:17][C:18]4[CH:23]=[CH:22][C:21]([NH2:24])=[CH:20][C:19]=4[F:25])=[C:11]3[C:10](I)=[N:9]2)=[CH:5][CH:4]=1.[CH3:29][N:30]1[CH:34]=[CH:33][N:32]=[C:31]1[Sn](CCCC)(CCCC)CCCC. The catalyst is [Pd].C1(P(C2C=CC=CC=2)C2C=CC=CC=2)C=CC=CC=1.C1(P(C2C=CC=CC=2)C2C=CC=CC=2)C=CC=CC=1.C1(P(C2C=CC=CC=2)C2C=CC=CC=2)C=CC=CC=1.C1(P(C2C=CC=CC=2)C2C=CC=CC=2)C=CC=CC=1.C1(C)C=CC=CC=1. The yield is 0.790. The product is [F:25][C:19]1[CH:20]=[C:21]([CH:22]=[CH:23][C:18]=1[O:17][C:16]1[CH:15]=[CH:14][N:13]=[C:12]2[N:8]([CH2:7][C:6]3[CH:27]=[CH:28][C:3]([O:2][CH3:1])=[CH:4][CH:5]=3)[N:9]=[C:10]([C:31]3[N:30]([CH3:29])[CH:34]=[CH:33][N:32]=3)[C:11]=12)[NH2:24]. (3) The reactants are Cl[C:2]1[N:7]=[CH:6][N:5]=[C:4]([NH:8][C:9]2[CH:10]=[C:11]([CH:16]=[CH:17][CH:18]=2)[C:12]([O:14][CH3:15])=[O:13])[CH:3]=1.[O:19]([C:26]1[CH:32]=[CH:31][C:29]([NH2:30])=[CH:28][CH:27]=1)[C:20]1[CH:25]=[CH:24][CH:23]=[CH:22][CH:21]=1.C(O)(=O)C. The catalyst is C(O)C. The product is [O:19]([C:26]1[CH:27]=[CH:28][C:29]([NH:30][C:2]2[N:7]=[CH:6][N:5]=[C:4]([NH:8][C:9]3[CH:10]=[C:11]([CH:16]=[CH:17][CH:18]=3)[C:12]([O:14][CH3:15])=[O:13])[CH:3]=2)=[CH:31][CH:32]=1)[C:20]1[CH:25]=[CH:24][CH:23]=[CH:22][CH:21]=1. The yield is 0.660. (4) The reactants are [O:1]1[CH2:6][CH2:5][N:4]([CH:7]([C:19]2[CH:24]=[CH:23][CH:22]=[CH:21][CH:20]=2)[C:8]([O:10][C@@H:11]2[CH:16]3[CH2:17][CH2:18][N:13]([CH2:14][CH2:15]3)[CH2:12]2)=[O:9])[CH2:3][CH2:2]1.[Cl:25][CH2:26][C:27]([C:29]1[CH:34]=[CH:33][CH:32]=[CH:31][CH:30]=1)=[O:28]. The catalyst is C(OCC)(=O)C. The product is [Cl-:25].[O:1]1[CH2:6][CH2:5][N:4]([CH:7]([C:19]2[CH:24]=[CH:23][CH:22]=[CH:21][CH:20]=2)[C:8]([O:10][C@@H:11]2[CH:16]3[CH2:15][CH2:14][N+:13]([CH2:26][C:27](=[O:28])[C:29]4[CH:34]=[CH:33][CH:32]=[CH:31][CH:30]=4)([CH2:18][CH2:17]3)[CH2:12]2)=[O:9])[CH2:3][CH2:2]1. The yield is 0.840.